Dataset: Reaction yield outcomes from USPTO patents with 853,638 reactions. Task: Predict the reaction yield, written as a fraction of the theoretical maximum amount of product (1.0 means a 100% yield; for example, 0.34 means a 34% yield). The reactants are O=P(Cl)(Cl)Cl.[N+:6]([C:9]1[CH:14]=[CH:13][CH:12]=[CH:11][C:10]=1[C:15]1[N:16]=[C:17]2[CH:22]=[CH:21][CH:20]=[CH:19][N:18]2[CH:23]=1)([O-:8])=[O:7].[OH-].[Na+].CN([CH:29]=[O:30])C. No catalyst specified. The product is [N+:6]([C:9]1[CH:14]=[CH:13][CH:12]=[CH:11][C:10]=1[C:15]1[N:16]=[C:17]2[CH:22]=[CH:21][CH:20]=[CH:19][N:18]2[C:23]=1[CH:29]=[O:30])([O-:8])=[O:7]. The yield is 0.920.